This data is from Forward reaction prediction with 1.9M reactions from USPTO patents (1976-2016). The task is: Predict the product of the given reaction. (1) Given the reactants [NH2:1][C:2]1[S:3]/[C:4](=[CH:8]\[C:9]2[CH:14]=[C:13]([O:15][CH2:16][CH2:17][CH3:18])[C:12]([OH:19])=[C:11]([Cl:20])[CH:10]=2)/[C:5](=[O:7])[N:6]=1.Br.Br[CH2:23][C:24]([C:26]1[NH:30][CH:29]=[N:28][CH:27]=1)=O, predict the reaction product. The product is: [Cl:20][C:11]1[CH:10]=[C:9](/[CH:8]=[C:4]2/[C:5](=[O:7])[N:6]3[CH:23]=[C:24]([C:26]4[NH:30][CH:29]=[N:28][CH:27]=4)[N:1]=[C:2]3[S:3]/2)[CH:14]=[C:13]([O:15][CH2:16][CH2:17][CH3:18])[C:12]=1[OH:19]. (2) Given the reactants [F:1][C:2]1[CH:7]=[CH:6][C:5]([N+:8]([O-])=O)=[CH:4][C:3]=1[C:11]1[CH:16]=[N:15][CH:14]=[CH:13][N:12]=1.[Sn](Cl)Cl.[OH-].[NH4+], predict the reaction product. The product is: [F:1][C:2]1[CH:7]=[CH:6][C:5]([NH2:8])=[CH:4][C:3]=1[C:11]1[CH:16]=[N:15][CH:14]=[CH:13][N:12]=1. (3) Given the reactants [NH:1]1[CH2:6][CH2:5][CH:4]([C:7]([NH2:9])=[O:8])[CH2:3][CH2:2]1.[NH:10]1[C:18]2[C:13](=[CH:14][C:15]([NH:19][C:20]3[CH:25]=[CH:24][N:23]=[C:22]4[CH:26]=[C:27]([C:29]5[CH:36]=[CH:35][C:32]([CH:33]=O)=[CH:31][CH:30]=5)[S:28][C:21]=34)=[CH:16][CH:17]=2)[CH:12]=[CH:11]1, predict the reaction product. The product is: [NH:10]1[C:18]2[C:13](=[CH:14][C:15]([NH:19][C:20]3[CH:25]=[CH:24][N:23]=[C:22]4[CH:26]=[C:27]([C:29]5[CH:36]=[CH:35][C:32]([CH2:33][N:1]6[CH2:6][CH2:5][CH:4]([C:7]([NH2:9])=[O:8])[CH2:3][CH2:2]6)=[CH:31][CH:30]=5)[S:28][C:21]=34)=[CH:16][CH:17]=2)[CH:12]=[CH:11]1. (4) Given the reactants [Cl:1][C:2]1[C:3]([F:31])=[C:4]([C@@H:8]2[C@:12]([C:15]3[CH:20]=[CH:19][C:18]([Cl:21])=[CH:17][C:16]=3[F:22])([C:13]#[N:14])[C@H:11]([CH2:23][C:24]([CH3:27])([CH3:26])[CH3:25])[NH:10][C@H:9]2[C:28](O)=[O:29])[CH:5]=[CH:6][CH:7]=1.CCN(C(C)C)C(C)C.C1(P(Cl)(C2C=CC=CC=2)=O)C=CC=CC=1.[CH3:56][O:57][C:58]([C:60]1[NH:64][C:63]2[CH:65]=[CH:66][C:67]([NH2:69])=[CH:68][C:62]=2[N:61]=1)=[O:59], predict the reaction product. The product is: [Cl:1][C:2]1[C:3]([F:31])=[C:4]([C@@H:8]2[C@:12]([C:15]3[CH:20]=[CH:19][C:18]([Cl:21])=[CH:17][C:16]=3[F:22])([C:13]#[N:14])[C@H:11]([CH2:23][C:24]([CH3:26])([CH3:27])[CH3:25])[NH:10][C@H:9]2[C:28]([NH:69][C:67]2[CH:66]=[CH:65][C:63]3[NH:64][C:60]([C:58]([O:57][CH3:56])=[O:59])=[N:61][C:62]=3[CH:68]=2)=[O:29])[CH:5]=[CH:6][CH:7]=1. (5) The product is: [Cl:18][CH2:19][C:20]([NH:2][C:3]1[CH:8]=[CH:7][CH:6]=[C:5]([O:9][CH3:10])[C:4]=1[OH:11])=[O:21]. Given the reactants Cl.[NH2:2][C:3]1[CH:8]=[CH:7][CH:6]=[C:5]([O:9][CH3:10])[C:4]=1[OH:11].O.C(=O)([O-])O.[Na+].[Cl:18][CH2:19][C:20](Cl)=[O:21], predict the reaction product. (6) Given the reactants Br[C:2]1[CH:3]=[C:4]([CH:21]=[C:22]([CH2:24][N:25]2[CH2:30][CH2:29][O:28][CH2:27][CH2:26]2)[CH:23]=1)[CH2:5][O:6][C:7]1[CH:12]=[CH:11][CH:10]=[CH:9][C:8]=1[CH2:13][C:14]([O:16][C:17]([CH3:20])([CH3:19])[CH3:18])=[O:15].[CH3:31][C:32]1([CH3:48])[C:36]([CH3:38])([CH3:37])[O:35][B:34]([B:34]2[O:35][C:36]([CH3:38])([CH3:37])[C:32]([CH3:48])([CH3:31])[O:33]2)[O:33]1.C([O-])(=O)C.[K+].C(Cl)Cl, predict the reaction product. The product is: [O:28]1[CH2:29][CH2:30][N:25]([CH2:24][C:22]2[CH:21]=[C:4]([CH:3]=[C:2]([B:34]3[O:35][C:36]([CH3:38])([CH3:37])[C:32]([CH3:48])([CH3:31])[O:33]3)[CH:23]=2)[CH2:5][O:6][C:7]2[CH:12]=[CH:11][CH:10]=[CH:9][C:8]=2[CH2:13][C:14]([O:16][C:17]([CH3:20])([CH3:19])[CH3:18])=[O:15])[CH2:26][CH2:27]1. (7) Given the reactants Cl.[Cl:2][C:3]1[CH:4]=[C:5]2[C:9](=[CH:10][CH:11]=1)[NH:8][CH:7]=[C:6]2[CH2:12][CH2:13][NH2:14].C1CN([P+](ON2N=NC3C=CC=CC2=3)(N2CCCC2)N2CCCC2)CC1.F[P-](F)(F)(F)(F)F.C(N(CC)C(C)C)(C)C.[F:57][C:58]1[CH:59]=[C:60]([N:64]2[CH2:68][CH2:67][CH:66]([C:69](O)=[O:70])[C:65]2=[O:72])[CH:61]=[CH:62][CH:63]=1, predict the reaction product. The product is: [Cl:2][C:3]1[CH:4]=[C:5]2[C:9](=[CH:10][CH:11]=1)[NH:8][CH:7]=[C:6]2[CH2:12][CH2:13][NH:14][C:69]([CH:66]1[CH2:67][CH2:68][N:64]([C:60]2[CH:61]=[CH:62][CH:63]=[C:58]([F:57])[CH:59]=2)[C:65]1=[O:72])=[O:70]. (8) Given the reactants [CH3:1][N:2]1[C:11]2[CH:10]=[CH:9][CH:8]=[C:7]3[NH:12][C:13](=[O:14])[N:5]([C:6]=23)[CH2:4][C:3]1=[O:15].[H-].[Na+].Br[CH2:19][C:20]#[N:21], predict the reaction product. The product is: [CH3:1][N:2]1[C:11]2[CH:10]=[CH:9][CH:8]=[C:7]3[N:12]([CH2:19][C:20]#[N:21])[C:13](=[O:14])[N:5]([C:6]=23)[CH2:4][C:3]1=[O:15]. (9) Given the reactants C([O:3][C:4](=[O:28])[CH2:5][N:6]1[CH2:11][CH2:10][N:9]([C:12](=[O:27])[CH2:13][CH2:14][C:15]2[CH:20]=[C:19]([O:21][CH3:22])[C:18]([O:23][CH3:24])=[C:17]([O:25][CH3:26])[CH:16]=2)[CH2:8][CH2:7]1)C.[OH-].[Na+].Cl, predict the reaction product. The product is: [CH3:26][O:25][C:17]1[CH:16]=[C:15]([CH2:14][CH2:13][C:12]([N:9]2[CH2:8][CH2:7][N:6]([CH2:5][C:4]([OH:28])=[O:3])[CH2:11][CH2:10]2)=[O:27])[CH:20]=[C:19]([O:21][CH3:22])[C:18]=1[O:23][CH3:24].